From a dataset of Full USPTO retrosynthesis dataset with 1.9M reactions from patents (1976-2016). Predict the reactants needed to synthesize the given product. (1) Given the product [CH3:23][C:13]1[S:14][C:15]([C:16]2[CH:17]=[C:18]([CH3:22])[CH:19]=[CH:20][CH:21]=2)=[C:11]([C:9]([N:8]2[CH2:7][C@H:6]3[C@H:4]([CH2:5]3)[C@H:3]2[CH2:2][NH:1][C:35]([C:34]2[C:29]3[O:28][CH2:27][C:26](=[O:38])[N:25]([CH3:24])[C:30]=3[CH:31]=[CH:32][CH:33]=2)=[O:36])=[O:10])[N:12]=1, predict the reactants needed to synthesize it. The reactants are: [NH2:1][CH2:2][C@H:3]1[N:8]([C:9]([C:11]2[N:12]=[C:13]([CH3:23])[S:14][C:15]=2[C:16]2[CH:17]=[C:18]([CH3:22])[CH:19]=[CH:20][CH:21]=2)=[O:10])[CH2:7][C@H:6]2[C@@H:4]1[CH2:5]2.[CH3:24][N:25]1[C:30]2[CH:31]=[CH:32][CH:33]=[C:34]([C:35](O)=[O:36])[C:29]=2[O:28][CH2:27][C:26]1=[O:38]. (2) The reactants are: C(N(CC)CC)C.Cl.[CH3:9][N:10]1[C:14]([CH2:15][CH2:16][C:17]([OH:19])=O)=[CH:13][NH:12][CH2:11]1.CN(C(ON1N=NC2C=CC=CC1=2)=[N+](C)C)C.[B-](F)(F)(F)F.FC(F)(F)C(O)=O.[NH2:49][C@H:50]([CH2:68][C:69]1[CH:74]=[CH:73][C:72]([O:75][CH3:76])=[CH:71][CH:70]=1)[C:51]([N:53]1[CH2:56][C:55]([CH2:63][CH2:64][CH2:65][CH2:66][CH3:67])([C:57]2[CH:62]=[CH:61][CH:60]=[CH:59][CH:58]=2)[CH2:54]1)=[O:52].[OH-].[Na+]. Given the product [CH3:76][O:75][C:72]1[CH:71]=[CH:70][C:69]([CH2:68][C@@H:50]([NH:49][C:17](=[O:19])[CH2:16][CH2:15][C:14]2[N:10]([CH3:9])[CH:11]=[N:12][CH:13]=2)[C:51](=[O:52])[N:53]2[CH2:56][C:55]([CH2:63][CH2:64][CH2:65][CH2:66][CH3:67])([C:57]3[CH:58]=[CH:59][CH:60]=[CH:61][CH:62]=3)[CH2:54]2)=[CH:74][CH:73]=1, predict the reactants needed to synthesize it. (3) Given the product [Cl:1][C:2]1[N:7]=[C:6]([C:15]2[CH:16]=[C:11]([CH:12]=[CH:13][CH:14]=2)[CH:9]=[O:10])[CH:5]=[CH:4][N:3]=1, predict the reactants needed to synthesize it. The reactants are: [Cl:1][C:2]1[N:7]=[C:6](Cl)[CH:5]=[CH:4][N:3]=1.[CH:9]([C:11]1[CH:12]=[C:13](B(O)O)[CH:14]=[CH:15][CH:16]=1)=[O:10]. (4) Given the product [CH2:11]([O:18][C:19]1[CH:25]=[CH:24][C:22]([NH:23][C:2]2[C:3]3[NH:10][CH:9]=[CH:8][C:4]=3[N:5]=[CH:6][N:7]=2)=[CH:21][C:20]=1[O:26][CH3:27])[C:12]1[CH:13]=[CH:14][CH:15]=[CH:16][CH:17]=1, predict the reactants needed to synthesize it. The reactants are: Cl[C:2]1[C:3]2[NH:10][CH:9]=[CH:8][C:4]=2[N:5]=[CH:6][N:7]=1.[CH2:11]([O:18][C:19]1[CH:25]=[CH:24][C:22]([NH2:23])=[CH:21][C:20]=1[O:26][CH3:27])[C:12]1[CH:17]=[CH:16][CH:15]=[CH:14][CH:13]=1.CN1CCCC1=O. (5) Given the product [CH3:1][O:2][C:3]([C:5]1[CH:6]=[CH:7][C:8]2[O:12][C:11]([C:13]([CH2:32][CH3:33])([C:17]3[CH:23]=[CH:24][C:25]([OH:26])=[C:20]([CH3:27])[CH:18]=3)[CH2:14][CH3:15])=[CH:10][C:9]=2[CH:19]=1)=[O:4], predict the reactants needed to synthesize it. The reactants are: [CH3:1][O:2][C:3]([C:5]1[CH:6]=[CH:7][C:8]2[O:12][C:11]([C:13]([CH2:17][CH3:18])(O)[CH2:14][CH3:15])=[CH:10][C:9]=2[CH:19]=1)=[O:4].[C:20]1([CH3:27])[C:25]([OH:26])=[CH:24][CH:23]=CC=1.B(F)(F)F.[CH3:32][CH2:33]OCC. (6) Given the product [Cl:1][C:2]1[CH:3]=[C:4]([CH:9]=[O:10])[CH:5]=[N:6][C:7]=1[Cl:8], predict the reactants needed to synthesize it. The reactants are: [Cl:1][C:2]1[CH:3]=[C:4]([CH2:9][OH:10])[CH:5]=[N:6][C:7]=1[Cl:8].C[N+]1([O-])CCOCC1. (7) The reactants are: C(OC([N:8]([CH2:21][CH:22]1[CH2:27][CH2:26][N:25]([C:28](=[O:37])[CH2:29][C:30]([CH3:36])([CH3:35])[CH2:31][C:32]([OH:34])=[O:33])[CH2:24][CH:23]1[C:38]1[CH:43]=[CH:42][CH:41]=[CH:40][CH:39]=1)[C@@H:9]([C:11]1[C:20]2[C:15](=[CH:16][CH:17]=[CH:18][CH:19]=2)[CH:14]=[CH:13][CH:12]=1)[CH3:10])=O)(C)(C)C.[ClH:44].O1CCOCC1. Given the product [ClH:44].[CH3:36][C:30]([CH3:35])([CH2:29][C:28]([N:25]1[CH2:26][CH2:27][CH:22]([CH2:21][NH:8][C@@H:9]([C:11]2[C:20]3[C:15](=[CH:16][CH:17]=[CH:18][CH:19]=3)[CH:14]=[CH:13][CH:12]=2)[CH3:10])[CH:23]([C:38]2[CH:39]=[CH:40][CH:41]=[CH:42][CH:43]=2)[CH2:24]1)=[O:37])[CH2:31][C:32]([OH:34])=[O:33], predict the reactants needed to synthesize it.